This data is from NCI-60 drug combinations with 297,098 pairs across 59 cell lines. The task is: Regression. Given two drug SMILES strings and cell line genomic features, predict the synergy score measuring deviation from expected non-interaction effect. (1) Drug 1: CC1=C(C=C(C=C1)NC2=NC=CC(=N2)N(C)C3=CC4=NN(C(=C4C=C3)C)C)S(=O)(=O)N.Cl. Drug 2: COC1=CC(=CC(=C1O)OC)C2C3C(COC3=O)C(C4=CC5=C(C=C24)OCO5)OC6C(C(C7C(O6)COC(O7)C8=CC=CS8)O)O. Cell line: HCC-2998. Synergy scores: CSS=15.4, Synergy_ZIP=2.71, Synergy_Bliss=-2.74, Synergy_Loewe=-49.6, Synergy_HSA=-12.7. (2) Drug 1: C1=CC(=C2C(=C1NCCNCCO)C(=O)C3=C(C=CC(=C3C2=O)O)O)NCCNCCO. Drug 2: COC1=C2C(=CC3=C1OC=C3)C=CC(=O)O2. Cell line: K-562. Synergy scores: CSS=48.6, Synergy_ZIP=5.22, Synergy_Bliss=0.923, Synergy_Loewe=-41.7, Synergy_HSA=0.709. (3) Drug 1: C1CC(=O)NC(=O)C1N2CC3=C(C2=O)C=CC=C3N. Drug 2: CC1CCCC2(C(O2)CC(NC(=O)CC(C(C(=O)C(C1O)C)(C)C)O)C(=CC3=CSC(=N3)C)C)C. Cell line: SR. Synergy scores: CSS=5.74, Synergy_ZIP=-7.48, Synergy_Bliss=-10.6, Synergy_Loewe=-10.3, Synergy_HSA=-10.3. (4) Drug 1: CC1=C(C=C(C=C1)C(=O)NC2=CC(=CC(=C2)C(F)(F)F)N3C=C(N=C3)C)NC4=NC=CC(=N4)C5=CN=CC=C5. Drug 2: C1CN1C2=NC(=NC(=N2)N3CC3)N4CC4. Cell line: MDA-MB-231. Synergy scores: CSS=17.1, Synergy_ZIP=0.137, Synergy_Bliss=2.02, Synergy_Loewe=-3.75, Synergy_HSA=-0.428. (5) Drug 1: C1=C(C(=O)NC(=O)N1)F. Drug 2: CN(C)C1=NC(=NC(=N1)N(C)C)N(C)C. Cell line: SK-OV-3. Synergy scores: CSS=23.3, Synergy_ZIP=6.17, Synergy_Bliss=6.02, Synergy_Loewe=-2.01, Synergy_HSA=5.56. (6) Drug 1: CN1CCC(CC1)COC2=C(C=C3C(=C2)N=CN=C3NC4=C(C=C(C=C4)Br)F)OC. Drug 2: CC(CN1CC(=O)NC(=O)C1)N2CC(=O)NC(=O)C2. Cell line: UO-31. Synergy scores: CSS=30.1, Synergy_ZIP=-9.69, Synergy_Bliss=-1.12, Synergy_Loewe=2.71, Synergy_HSA=3.57. (7) Drug 1: C(CCl)NC(=O)N(CCCl)N=O. Drug 2: COCCOC1=C(C=C2C(=C1)C(=NC=N2)NC3=CC=CC(=C3)C#C)OCCOC.Cl. Cell line: KM12. Synergy scores: CSS=-16.8, Synergy_ZIP=7.34, Synergy_Bliss=6.70, Synergy_Loewe=-16.6, Synergy_HSA=-15.7.